Dataset: Reaction yield outcomes from USPTO patents with 853,638 reactions. Task: Predict the reaction yield, written as a fraction of the theoretical maximum amount of product (1.0 means a 100% yield; for example, 0.34 means a 34% yield). The yield is 0.290. No catalyst specified. The reactants are [C:1]1([CH3:26])[CH:6]=[C:5]([CH3:7])[CH:4]=[C:3]([CH3:8])[C:2]=1[NH:9][C:10]1[C:11]([O:24]C)=[N:12][C:13]([N:17]([CH2:21][CH2:22][CH3:23])[CH2:18][CH2:19][CH3:20])=[N:14][C:15]=1[CH3:16].I[CH3:28]. The product is [CH2:18]([N:17]([CH2:21][CH2:22][CH3:23])[C:13]1[N:12]([CH3:28])[C:11](=[O:24])[C:10]([NH:9][C:2]2[C:3]([CH3:8])=[CH:4][C:5]([CH3:7])=[CH:6][C:1]=2[CH3:26])=[C:15]([CH3:16])[N:14]=1)[CH2:19][CH3:20].